Task: Predict the reactants needed to synthesize the given product.. Dataset: Full USPTO retrosynthesis dataset with 1.9M reactions from patents (1976-2016) (1) Given the product [OH:19][CH2:18][P:10](=[O:3])([C:12]1[CH:17]=[CH:16][CH:15]=[CH:14][CH:13]=1)[C:4]1[CH:9]=[CH:8][CH:7]=[CH:6][CH:5]=1, predict the reactants needed to synthesize it. The reactants are: Cl.C=[O:3].[C:4]1([P:10]([C:12]2[CH:17]=[CH:16][CH:15]=[CH:14][CH:13]=2)Cl)[CH:9]=[CH:8][CH:7]=[CH:6][CH:5]=1.[C:18]([O-])(O)=[O:19].[Na+]. (2) Given the product [F:1][C:2]([F:13])([F:14])[C:3]1[CH:4]=[C:5]2[C:9](=[CH:10][CH:11]=1)[CH:8]([OH:12])[CH2:7][CH2:6]2, predict the reactants needed to synthesize it. The reactants are: [F:1][C:2]([F:14])([F:13])[C:3]1[CH:4]=[C:5]2[C:9](=[CH:10][CH:11]=1)[C:8](=[O:12])[CH2:7][CH2:6]2.[BH4-].[Na+].CO. (3) The reactants are: [N:1]1[CH:6]=[CH:5][C:4]([C:7]2[CH:26]=[CH:25][CH:24]=[CH:23][C:8]=2[O:9][CH:10]2[CH2:15][CH2:14][N:13](C(OC(C)(C)C)=O)[CH2:12][CH2:11]2)=[CH:3][CH:2]=1.[ClH:27].CO. Given the product [ClH:27].[ClH:27].[NH:13]1[CH2:14][CH2:15][CH:10]([O:9][C:8]2[CH:23]=[CH:24][CH:25]=[CH:26][C:7]=2[C:4]2[CH:5]=[CH:6][N:1]=[CH:2][CH:3]=2)[CH2:11][CH2:12]1, predict the reactants needed to synthesize it.